Dataset: Forward reaction prediction with 1.9M reactions from USPTO patents (1976-2016). Task: Predict the product of the given reaction. The product is: [Cl:1][C:2]1[CH:7]=[C:6]([NH:8][S:9]([CH3:12])(=[O:10])=[O:11])[C:5]([F:13])=[C:4]([C:14]2[N:15]=[C:16]([CH:28]3[CH2:30][CH2:29]3)[O:17][C:18]=2[C:19]2[CH:24]=[CH:23][N:22]=[C:21]([NH:31][CH2:32][C@@H:33]([NH:35][C:36](=[O:42])[O:37][C:38]([CH3:41])([CH3:40])[CH3:39])[CH3:34])[N:20]=2)[CH:3]=1. Given the reactants [Cl:1][C:2]1[CH:3]=[C:4]([C:14]2[N:15]=[C:16]([CH:28]3[CH2:30][CH2:29]3)[O:17][C:18]=2[C:19]2[CH:24]=[CH:23][N:22]=[C:21](S(C)=O)[N:20]=2)[C:5]([F:13])=[C:6]([NH:8][S:9]([CH3:12])(=[O:11])=[O:10])[CH:7]=1.[NH2:31][CH2:32][C@@H:33]([NH:35][C:36](=[O:42])[O:37][C:38]([CH3:41])([CH3:40])[CH3:39])[CH3:34], predict the reaction product.